The task is: Predict the reaction yield, written as a fraction of the theoretical maximum amount of product (1.0 means a 100% yield; for example, 0.34 means a 34% yield).. This data is from Reaction yield outcomes from USPTO patents with 853,638 reactions. (1) The reactants are [CH:1]([C:4]1[CH:11]=[CH:10][C:7]([CH:8]=O)=[CH:6][CH:5]=1)([CH3:3])[CH3:2].[NH2:12][C:13]1[CH:14]=[CH:15][C:16]([CH3:19])=[N:17][CH:18]=1.C([O:22][C:23](=O)[C:24]([OH:39])=[CH:25][C:26](=[O:38])[C:27]1[CH:32]=[CH:31][C:30]([O:33][C:34]([F:37])([F:36])[F:35])=[CH:29][CH:28]=1)C. No catalyst specified. The product is [OH:39][C:24]1[C:23](=[O:22])[N:12]([C:13]2[CH:18]=[N:17][C:16]([CH3:19])=[CH:15][CH:14]=2)[CH:8]([C:7]2[CH:10]=[CH:11][C:4]([CH:1]([CH3:3])[CH3:2])=[CH:5][CH:6]=2)[C:25]=1[C:26](=[O:38])[C:27]1[CH:28]=[CH:29][C:30]([O:33][C:34]([F:36])([F:37])[F:35])=[CH:31][CH:32]=1. The yield is 0.280. (2) The reactants are [Cl:1][C:2]1[CH:3]=[C:4]([NH:8][C:9]2[N:14]=[C:13]([C:15]3[CH:20]=[CH:19][N:18]=[C:17]([C:21]#[N:22])[CH:16]=3)[CH:12]=[CH:11][N:10]=2)[CH:5]=[CH:6][CH:7]=1. The catalyst is CN(C)C=O.[Ni]. The product is [NH2:22][CH2:21][C:17]1[CH:16]=[C:15]([C:13]2[CH:12]=[CH:11][N:10]=[C:9]([NH:8][C:4]3[CH:5]=[CH:6][CH:7]=[C:2]([Cl:1])[CH:3]=3)[N:14]=2)[CH:20]=[CH:19][N:18]=1. The yield is 0.230. (3) The reactants are Cl[C:2]1[CH:11]=[CH:10][C:9]2[C:4](=[C:5]([N+:12]([O-:14])=[O:13])[CH:6]=[CH:7][CH:8]=2)[N:3]=1.CC([O-])(C)C.[Na+].[CH2:21]([NH:25][C:26]1[CH:35]=[CH:34][C:33]2[C:28](=[C:29]([N+:36]([O-:38])=[O:37])[CH:30]=[CH:31][CH:32]=2)[N:27]=1)[CH2:22][CH2:23][CH3:24].C1(P(C2C=CC=CC=2)C2C=CC3C(=CC=CC=3)C=2C2C3C(=CC=CC=3)C=CC=2P(C2C=CC=CC=2)C2C=CC=CC=2)C=CC=CC=1.[Cl-].[NH4+]. The yield is 0.380. The product is [CH2:21]([N:25]([C:26]1[CH:35]=[CH:34][C:33]2[C:28](=[C:29]([N+:36]([O-:38])=[O:37])[CH:30]=[CH:31][CH:32]=2)[N:27]=1)[C:2]1[CH:11]=[CH:10][C:9]2[C:4](=[C:5]([N+:12]([O-:14])=[O:13])[CH:6]=[CH:7][CH:8]=2)[N:3]=1)[CH2:22][CH2:23][CH3:24]. The catalyst is C1(C)C=CC=CC=1. (4) The reactants are [CH3:1][O:2][C:3]1[CH:4]=[C:5]2[C:10](=[CH:11][C:12]=1[O:13][CH3:14])[N:9]=[CH:8][CH:7]=[C:6]2[O:15][C:16]1[C:22]([CH3:23])=[CH:21][C:19]([NH2:20])=[C:18]([CH3:24])[CH:17]=1.C(N(CC)CC)C.ClC(Cl)(O[C:36](=[O:42])OC(Cl)(Cl)Cl)Cl.[N:44]1([CH2:50][CH2:51][NH2:52])[CH2:49][CH2:48][CH2:47][CH2:46][CH2:45]1. The catalyst is C(Cl)(Cl)Cl.O. The product is [CH3:1][O:2][C:3]1[CH:4]=[C:5]2[C:10](=[CH:11][C:12]=1[O:13][CH3:14])[N:9]=[CH:8][CH:7]=[C:6]2[O:15][C:16]1[C:22]([CH3:23])=[CH:21][C:19]([NH:20][C:36]([NH:52][CH2:51][CH2:50][N:44]2[CH2:49][CH2:48][CH2:47][CH2:46][CH2:45]2)=[O:42])=[C:18]([CH3:24])[CH:17]=1. The yield is 0.830. (5) The reactants are [CH:1]1([C:4]([NH:6][C:7]2[N:8]=[C:9]3[CH:14]=[CH:13][C:12]([S:15][C:16]4[CH:25]=[CH:24][CH:23]=[CH:22][C:17]=4[C:18]([O:20]C)=[O:19])=[N:11][N:10]3[CH:26]=2)=[O:5])[CH2:3][CH2:2]1.[OH-].[Na+]. No catalyst specified. The product is [CH:1]1([C:4]([NH:6][C:7]2[N:8]=[C:9]3[CH:14]=[CH:13][C:12]([S:15][C:16]4[CH:25]=[CH:24][CH:23]=[CH:22][C:17]=4[C:18]([OH:20])=[O:19])=[N:11][N:10]3[CH:26]=2)=[O:5])[CH2:3][CH2:2]1. The yield is 0.920. (6) The reactants are [Cl-].O[NH3+:3].[C:4](=[O:7])([O-])[OH:5].[Na+].CS(C)=O.[OH:13][C:14]1([C:48]([F:51])([F:50])[F:49])[CH2:19][CH2:18][CH:17]([N:20]2[C:25](=[O:26])[C:24]([CH2:27][C:28]3[CH:33]=[CH:32][C:31]([C:34]4[C:35]([C:40]#[N:41])=[CH:36][CH:37]=[CH:38][CH:39]=4)=[CH:30][CH:29]=3)=[C:23]([CH2:42][CH2:43][CH3:44])[N:22]3[N:45]=[CH:46][N:47]=[C:21]23)[CH2:16][CH2:15]1. The catalyst is C(OCC)(=O)C. The product is [OH:13][C:14]1([C:48]([F:50])([F:51])[F:49])[CH2:19][CH2:18][CH:17]([N:20]2[C:25](=[O:26])[C:24]([CH2:27][C:28]3[CH:29]=[CH:30][C:31]([C:34]4[CH:39]=[CH:38][CH:37]=[CH:36][C:35]=4[C:40]4[NH:3][C:4](=[O:7])[O:5][N:41]=4)=[CH:32][CH:33]=3)=[C:23]([CH2:42][CH2:43][CH3:44])[N:22]3[N:45]=[CH:46][N:47]=[C:21]23)[CH2:16][CH2:15]1. The yield is 0.510. (7) The reactants are [I:1][C:2]1[N:3]=[C:4]([CH:15]2[CH2:20][CH2:19][N:18]([C:21]([O:23][C:24]([CH3:27])([CH3:26])[CH3:25])=[O:22])[CH2:17][CH2:16]2)[N:5]([CH2:8][CH2:9][N:10]2[CH2:14][CH2:13][CH2:12][CH2:11]2)[C:6]=1I.CC1CCCO1.C([Mg]Cl)(C)C.O1CCCC1. The catalyst is O.C(O)(=O)C. The product is [I:1][C:2]1[N:3]=[C:4]([CH:15]2[CH2:20][CH2:19][N:18]([C:21]([O:23][C:24]([CH3:27])([CH3:26])[CH3:25])=[O:22])[CH2:17][CH2:16]2)[N:5]([CH2:8][CH2:9][N:10]2[CH2:14][CH2:13][CH2:12][CH2:11]2)[CH:6]=1. The yield is 0.940.